Dataset: Full USPTO retrosynthesis dataset with 1.9M reactions from patents (1976-2016). Task: Predict the reactants needed to synthesize the given product. (1) Given the product [Cl:19][C:12]1[C:11]([NH:10][C:8]([C:7]2[C:2]([NH:22][CH2:20][CH3:21])=[N:3][CH:4]=[CH:5][CH:6]=2)=[O:9])=[C:16]([CH3:17])[CH:15]=[C:14]([Cl:18])[N:13]=1, predict the reactants needed to synthesize it. The reactants are: Cl[C:2]1[C:7]([C:8]([NH:10][C:11]2[C:12]([Cl:19])=[N:13][C:14]([Cl:18])=[CH:15][C:16]=2[CH3:17])=[O:9])=[CH:6][CH:5]=[CH:4][N:3]=1.[CH2:20]([NH2:22])[CH3:21]. (2) Given the product [Br:1][C:2]1[N:7]=[C:6]([C@@H:8]([O:13][C:15]2[CH:20]=[CH:19][C:18]([CH2:21][CH2:22][C:23]([O:25][CH2:26][CH3:27])=[O:24])=[C:17]([CH3:28])[CH:16]=2)[CH2:9][CH2:10][CH2:11][CH3:12])[CH:5]=[CH:4][CH:3]=1, predict the reactants needed to synthesize it. The reactants are: [Br:1][C:2]1[N:7]=[C:6]([C@H:8]([OH:13])[CH2:9][CH2:10][CH2:11][CH3:12])[CH:5]=[CH:4][CH:3]=1.O[C:15]1[CH:20]=[CH:19][C:18]([CH2:21][CH2:22][C:23]([O:25][CH2:26][CH3:27])=[O:24])=[C:17]([CH3:28])[CH:16]=1.C1CCN(C(N=NC(N2CCCCC2)=O)=O)CC1.CCCCP(CCCC)CCCC. (3) Given the product [NH:15]1[C:19]2[CH:20]=[CH:21][C:22]([C:24]3[NH:14][C:12]4[N:11]([N:10]=[C:9]([C:4]5[CH:5]=[CH:6][C:7]([Cl:8])=[C:2]([Cl:1])[CH:3]=5)[N:13]=4)[C:26](=[O:27])[CH:25]=3)=[CH:23][C:18]=2[N:17]=[N:16]1, predict the reactants needed to synthesize it. The reactants are: [Cl:1][C:2]1[CH:3]=[C:4]([C:9]2[N:13]=[C:12]([NH2:14])[NH:11][N:10]=2)[CH:5]=[CH:6][C:7]=1[Cl:8].[NH:15]1[C:19]2[CH:20]=[CH:21][C:22]([C:24](=O)[CH2:25][C:26](OCC)=[O:27])=[CH:23][C:18]=2[N:17]=[N:16]1.CC1C=CC(S(O)(=O)=O)=CC=1. (4) Given the product [C:15]([O:19][C:20]([N:22]1[CH2:30][CH2:29][CH2:28][CH:24]([C:25]([O:27][CH2:1][C:2]2[CH:7]=[CH:6][CH:5]=[CH:4][CH:3]=2)=[O:26])[CH2:23]1)=[O:21])([CH3:18])([CH3:16])[CH3:17], predict the reactants needed to synthesize it. The reactants are: [CH2:1](Br)[C:2]1[CH:7]=[CH:6][CH:5]=[CH:4][CH:3]=1.C(=O)([O-])[O-].[K+].[K+].[C:15]([O:19][C:20]([N:22]1[CH2:30][CH2:29][CH2:28][CH:24]([C:25]([OH:27])=[O:26])[CH2:23]1)=[O:21])([CH3:18])([CH3:17])[CH3:16].O. (5) Given the product [N:3]1([CH2:4][CH2:5][NH:6][C:7](=[O:34])/[CH:8]=[CH:9]/[C@@H:10]([NH:18][C:19]([NH:21][C:22]2[CH:27]=[CH:26][C:25]([C:28]3[CH:33]=[CH:32][CH:31]=[CH:30][CH:29]=3)=[CH:24][CH:23]=2)=[O:20])[CH2:11][C:12]2[CH:17]=[CH:16][CH:15]=[CH:14][CH:13]=2)[CH2:1][CH2:2][CH2:36][CH2:35]1, predict the reactants needed to synthesize it. The reactants are: [CH2:1]([N:3]([CH2:35][CH3:36])[CH2:4][CH2:5][NH:6][C:7](=[O:34])/[CH:8]=[CH:9]/[C@@H:10]([NH:18][C:19]([NH:21][C:22]1[CH:27]=[CH:26][C:25]([C:28]2[CH:33]=[CH:32][CH:31]=[CH:30][CH:29]=2)=[CH:24][CH:23]=1)=[O:20])[CH2:11][C:12]1[CH:17]=[CH:16][CH:15]=[CH:14][CH:13]=1)[CH3:2].CNCCN. (6) Given the product [CH3:7][NH:9][CH2:10][CH2:11][CH2:12][CH2:13][CH2:14][C:15]([O:17][CH3:18])=[O:16], predict the reactants needed to synthesize it. The reactants are: Cl.C(O[C:7]([N:9](C)[CH2:10][CH2:11][CH2:12][CH2:13][CH2:14][C:15]([O:17][CH3:18])=[O:16])=O)(C)(C)C. (7) Given the product [CH2:1]([O:3][C:4]([C:6]1[CH:7]2[N:30]([C:39]([O:42][C:61]([CH3:63])([CH3:62])[CH3:60])=[O:41])[CH:11]([CH2:12][C:13]=1[C:14]1[O:15][CH:16]=[C:17]([CH2:19][CH2:20][CH2:21][OH:22])[N:18]=1)[CH2:10][N:9]([C:32]([O:34][C:35]([CH3:38])([CH3:36])[CH3:37])=[O:33])[CH2:8]2)=[O:5])[CH3:2], predict the reactants needed to synthesize it. The reactants are: [CH2:1]([O:3][C:4]([C:6]1[CH:7]2[N:30](C)[CH:11]([CH2:12][C:13]=1[C:14]1[O:15][CH:16]=[C:17]([CH2:19][CH2:20][CH2:21][O:22][Si](C(C)(C)C)(C)C)[N:18]=1)[CH2:10][N:9]([C:32]([O:34][C:35]([CH3:38])([CH3:37])[CH3:36])=[O:33])[CH2:8]2)=[O:5])[CH3:2].[C:39]([O-:42])([OH:41])=O.[Na+].ClC(OC(Cl)=O)C.CCN(C(C)C)C(C)C.[CH3:60][C:61](OC(OC(O[C:61]([CH3:63])([CH3:62])[CH3:60])=O)=O)([CH3:63])[CH3:62]. (8) Given the product [S:1]1[C:5]2[CH:6]=[CH:7][CH:8]=[CH:9][C:4]=2[C:3]([N:10]2[CH2:15][CH2:14][N:13]([CH2:16][CH2:17][C:18]3[CH:23]=[CH:22][CH:21]=[CH:20][C:19]=3[NH:24][C:28](=[O:29])[CH:27]=[C:26]([CH3:31])[CH3:25])[CH2:12][CH2:11]2)=[N:2]1, predict the reactants needed to synthesize it. The reactants are: [S:1]1[C:5]2[CH:6]=[CH:7][CH:8]=[CH:9][C:4]=2[C:3]([N:10]2[CH2:15][CH2:14][N:13]([CH2:16][CH2:17][C:18]3[CH:23]=[CH:22][CH:21]=[CH:20][C:19]=3[NH2:24])[CH2:12][CH2:11]2)=[N:2]1.[CH3:25][C:26]([CH3:31])=[CH:27][C:28](Cl)=[O:29]. (9) Given the product [NH2:19][C:18]1[N:13]([C:10]2[CH:11]=[CH:12][C:7]([CH2:6][CH2:5][OH:4])=[CH:8][CH:9]=2)[C:14](=[O:30])[CH:15]=[CH:16][C:17]=1[C:20](=[O:29])[C:21]1[CH:26]=[CH:25][C:24]([F:27])=[CH:23][C:22]=1[F:28], predict the reactants needed to synthesize it. The reactants are: C([O:4][CH2:5][CH2:6][C:7]1[CH:12]=[CH:11][C:10]([N:13]2[C:18]([NH2:19])=[C:17]([C:20](=[O:29])[C:21]3[CH:26]=[CH:25][C:24]([F:27])=[CH:23][C:22]=3[F:28])[CH:16]=[CH:15][C:14]2=[O:30])=[CH:9][CH:8]=1)(=O)C. (10) Given the product [CH3:1][O:2][C:3]([C:5]1[C:9]([NH:10][C:11](=[O:21])[CH2:12][O:13][C:14]2[CH:19]=[CH:18][C:17]([C:24]3[CH:25]=[CH:26][CH:27]=[CH:28][C:23]=3[Cl:22])=[CH:16][N:15]=2)=[CH:8][S:7][CH:6]=1)=[O:4], predict the reactants needed to synthesize it. The reactants are: [CH3:1][O:2][C:3]([C:5]1[C:9]([NH:10][C:11](=[O:21])[CH2:12][O:13][C:14]2[CH:19]=[CH:18][C:17](Br)=[CH:16][N:15]=2)=[CH:8][S:7][CH:6]=1)=[O:4].[Cl:22][C:23]1[CH:28]=[CH:27][CH:26]=[CH:25][C:24]=1B(O)O.C(=O)([O-])[O-].[Cs+].[Cs+].O.